Dataset: Forward reaction prediction with 1.9M reactions from USPTO patents (1976-2016). Task: Predict the product of the given reaction. (1) Given the reactants [Br:1]Br.[F:3][C:4]1[CH:9]=[C:8]([F:10])[CH:7]=[CH:6][C:5]=1[O:11][CH3:12], predict the reaction product. The product is: [Br:1][C:7]1[C:8]([F:10])=[CH:9][C:4]([F:3])=[C:5]([O:11][CH3:12])[CH:6]=1. (2) Given the reactants CO[C:3]([C:5]1[N:6]=[CH:7][C:8]2[C:9](=[O:23])[N:10]([CH2:16][C:17]3[CH:22]=[CH:21][CH:20]=[CH:19][CH:18]=3)[CH:11]=[CH:12][C:13]=2[C:14]=1[OH:15])=[O:4].[NH2:24][CH2:25][CH2:26][CH2:27][CH2:28][C:29]([OH:31])=[O:30].C[O-].[Na+], predict the reaction product. The product is: [CH2:16]([N:10]1[C:9](=[O:23])[C:8]2[CH:7]=[N:6][C:5]([C:3]([NH:24][CH2:25][CH2:26][CH2:27][CH2:28][C:29]([OH:31])=[O:30])=[O:4])=[C:14]([OH:15])[C:13]=2[CH:12]=[CH:11]1)[C:17]1[CH:18]=[CH:19][CH:20]=[CH:21][CH:22]=1.